From a dataset of Catalyst prediction with 721,799 reactions and 888 catalyst types from USPTO. Predict which catalyst facilitates the given reaction. (1) Reactant: [CH3:1][O:2][C:3]([C:5]1[S:6][C:7]([C:11]2[CH:16]=[CH:15][CH:14]=[CH:13][CH:12]=2)=[CH:8][C:9]=1[NH2:10])=[O:4].[CH:17]([CH:19]1[CH2:24][CH2:23][N:22]([C:25]([O:27][CH2:28][C:29]2[CH:34]=[CH:33][CH:32]=[CH:31][CH:30]=2)=[O:26])[CH2:21][CH2:20]1)=O.C([Sn](Cl)(Cl)CCCC)CCC.C1([SiH3])C=CC=CC=1. Product: [CH2:28]([O:27][C:25]([N:22]1[CH2:23][CH2:24][CH:19]([CH2:17][NH:10][C:9]2[CH:8]=[C:7]([C:11]3[CH:16]=[CH:15][CH:14]=[CH:13][CH:12]=3)[S:6][C:5]=2[C:3]([O:2][CH3:1])=[O:4])[CH2:20][CH2:21]1)=[O:26])[C:29]1[CH:30]=[CH:31][CH:32]=[CH:33][CH:34]=1. The catalyst class is: 49. (2) Reactant: [F:1][C:2]1[C:11]2[O:10][CH2:9][CH:8]([CH2:12][OH:13])[O:7][C:6]=2[CH:5]=[C:4]([F:14])[CH:3]=1.[C:15]1([CH3:25])[CH:20]=[CH:19][C:18]([S:21](Cl)(=[O:23])=[O:22])=[CH:17][CH:16]=1. Product: [CH3:25][C:15]1[CH:20]=[CH:19][C:18]([S:21]([O:13][CH2:12][CH:8]2[O:7][C:6]3[CH:5]=[C:4]([F:14])[CH:3]=[C:2]([F:1])[C:11]=3[O:10][CH2:9]2)(=[O:23])=[O:22])=[CH:17][CH:16]=1. The catalyst class is: 2. (3) Reactant: [CH2:1]([C:3]1([C:35]([O:37]CC)=[O:36])[CH2:8][CH2:7][N:6]([C:9]2[S:13][N:12]=[C:11]([C:14]3[CH:15]=[C:16]([C:29]4[CH:34]=[CH:33][CH:32]=[CH:31][N:30]=4)[C:17]4[S:21][C:20]([NH:22][C:23](=[O:27])[NH:24][CH2:25][CH3:26])=[N:19][C:18]=4[CH:28]=3)[N:10]=2)[CH2:5][CH2:4]1)[CH3:2].[OH-].[Na+]. Product: [CH2:1]([C:3]1([C:35]([OH:37])=[O:36])[CH2:8][CH2:7][N:6]([C:9]2[S:13][N:12]=[C:11]([C:14]3[CH:15]=[C:16]([C:29]4[CH:34]=[CH:33][CH:32]=[CH:31][N:30]=4)[C:17]4[S:21][C:20]([NH:22][C:23](=[O:27])[NH:24][CH2:25][CH3:26])=[N:19][C:18]=4[CH:28]=3)[N:10]=2)[CH2:5][CH2:4]1)[CH3:2]. The catalyst class is: 14.